Dataset: Full USPTO retrosynthesis dataset with 1.9M reactions from patents (1976-2016). Task: Predict the reactants needed to synthesize the given product. Given the product [C:22]([C:21]([OH:27])([CH3:26])[C:20]#[C:19][C:9]1[C:10]([F:18])=[CH:11][C:12]2[O:13][CH2:14][CH2:15][N:16]3[C:6](=[N:5][C:4]([C:1]([NH2:2])=[O:3])=[CH:17]3)[C:7]=2[CH:8]=1)(=[O:23])[NH2:28], predict the reactants needed to synthesize it. The reactants are: [C:1]([C:4]1[N:5]=[C:6]2[N:16]([CH:17]=1)[CH2:15][CH2:14][O:13][C:12]1[C:7]2=[CH:8][C:9]([C:19]#[C:20][C:21]([OH:27])([CH3:26])[C:22](OC)=[O:23])=[C:10]([F:18])[CH:11]=1)(=[O:3])[NH2:2].[NH3:28].CO.